From a dataset of Catalyst prediction with 721,799 reactions and 888 catalyst types from USPTO. Predict which catalyst facilitates the given reaction. (1) Reactant: [CH2:1]([N:8]1[CH2:13][CH2:12][O:11][CH:10]([C:14]2[CH:19]=[CH:18][C:17](Br)=[CH:16][CH:15]=2)[CH2:9]1)[C:2]1[CH:7]=[CH:6][CH:5]=[CH:4][CH:3]=1.[C:21]([C:24]1[CH:29]=[CH:28][CH:27]=[CH:26][CH:25]=1)(=[O:23])[CH3:22].CC([O-])(C)C.[Na+].C1(P(C2C=CC=CC=2)C2C=CC3C(=CC=CC=3)C=2C2C3C(=CC=CC=3)C=CC=2P(C2C=CC=CC=2)C2C=CC=CC=2)C=CC=CC=1.C([O-])(O)=O.[Na+]. Product: [CH2:1]([N:8]1[CH2:13][CH2:12][O:11][CH:10]([C:14]2[CH:19]=[CH:18][C:17]([CH2:22][C:21]([C:24]3[CH:29]=[CH:28][CH:27]=[CH:26][CH:25]=3)=[O:23])=[CH:16][CH:15]=2)[CH2:9]1)[C:2]1[CH:7]=[CH:6][CH:5]=[CH:4][CH:3]=1. The catalyst class is: 101. (2) Reactant: [F:1][C:2]1[CH:3]=[CH:4][C:5]([O:10][CH2:11][CH2:12][C:13]2[CH:18]=[CH:17][C:16]([C:19]([F:22])([F:21])[F:20])=[CH:15][CH:14]=2)=[C:6]([CH2:8]O)[CH:7]=1.[BrH:23].[C:24]1([PH+:30]([C:37]2[CH:42]=[CH:41][CH:40]=[CH:39][CH:38]=2)[C:31]2[CH:36]=[CH:35][CH:34]=[CH:33][CH:32]=2)[CH:29]=[CH:28][CH:27]=[CH:26][CH:25]=1. Product: [Br-:23].[F:1][C:2]1[CH:3]=[CH:4][C:5]([O:10][CH2:11][CH2:12][C:13]2[CH:18]=[CH:17][C:16]([C:19]([F:22])([F:21])[F:20])=[CH:15][CH:14]=2)=[C:6]([CH:7]=1)[CH2:8][P+:30]([C:31]1[CH:32]=[CH:33][CH:34]=[CH:35][CH:36]=1)([C:37]1[CH:42]=[CH:41][CH:40]=[CH:39][CH:38]=1)[C:24]1[CH:25]=[CH:26][CH:27]=[CH:28][CH:29]=1. The catalyst class is: 10. (3) Reactant: [CH:1]([C:3]1[CH:11]=[CH:10][CH:9]=[C:8]2[C:4]=1[CH2:5][N:6]([C:12]([O:14][C:15]([CH3:18])([CH3:17])[CH3:16])=[O:13])[CH2:7]2)=[O:2].[BH4-].[Na+].O.C(OCC)(=O)C. Product: [OH:2][CH2:1][C:3]1[CH:11]=[CH:10][CH:9]=[C:8]2[C:4]=1[CH2:5][N:6]([C:12]([O:14][C:15]([CH3:18])([CH3:17])[CH3:16])=[O:13])[CH2:7]2. The catalyst class is: 5. (4) Reactant: [O:1]1[CH2:5][CH2:4][CH2:3][CH2:2]1.BrC1[CH:8]=[CH:9][C:10]2[NH:15][C:14](=[O:16])[O:13][C:12](C)([CH3:17])[C:11]=2C=1.CN(C)C=O. Product: [CH3:11][C:12]1([CH3:17])[C:2]2[CH:3]=[C:4]([CH:5]=[O:1])[CH:8]=[CH:9][C:10]=2[NH:15][C:14](=[O:16])[O:13]1. The catalyst class is: 6. (5) Reactant: [C:1]([C:5]1[CH:6]=[C:7]([OH:15])[CH:8]=[C:9]([C:11]([CH3:14])([CH3:13])[CH3:12])[CH:10]=1)([CH3:4])([CH3:3])[CH3:2].O[CH2:17][NH:18][C:19](=[O:22])[CH2:20][Cl:21].S(=O)(=O)(O)O.C([O-])(O)=O.[Na+]. Product: [Cl:21][CH2:20][C:19]([NH:18][CH2:17][C:6]1[C:7]([OH:15])=[CH:8][C:9]([C:11]([CH3:14])([CH3:13])[CH3:12])=[CH:10][C:5]=1[C:1]([CH3:4])([CH3:3])[CH3:2])=[O:22]. The catalyst class is: 15. (6) Reactant: [CH3:1]CN(C(C)C)C(C)C.CN(C(ON1N=NC2C=CC=CC1=2)=[N+](C)C)C.[B-](F)(F)(F)F.CO.[CH3:34][C:35]([Si:38]([C:63]1[CH:68]=[CH:67][CH:66]=[CH:65][CH:64]=1)([C:57]1[CH:62]=[CH:61][CH:60]=[CH:59][CH:58]=1)[O:39][CH2:40][C@@H:41]([NH:46][C:47]([O:49][CH2:50][C:51]1[CH:56]=[CH:55][CH:54]=[CH:53][CH:52]=1)=[O:48])[CH2:42][C:43]([OH:45])=[O:44])([CH3:37])[CH3:36]. Product: [CH3:37][C:35]([Si:38]([C:57]1[CH:62]=[CH:61][CH:60]=[CH:59][CH:58]=1)([C:63]1[CH:68]=[CH:67][CH:66]=[CH:65][CH:64]=1)[O:39][CH2:40][C@@H:41]([NH:46][C:47]([O:49][CH2:50][C:51]1[CH:52]=[CH:53][CH:54]=[CH:55][CH:56]=1)=[O:48])[CH2:42][C:43]([O:45][CH3:1])=[O:44])([CH3:34])[CH3:36]. The catalyst class is: 163. (7) Reactant: O.O.[Sn](Cl)Cl.[CH:6]([NH:9][S:10]([C:13]1[CH:18]=[CH:17][C:16]([C:19]2[CH:24]=[CH:23][C:22]([N+:25]([O-])=O)=[CH:21][CH:20]=2)=[CH:15][CH:14]=1)(=[O:12])=[O:11])([CH3:8])[CH3:7]. Product: [NH2:25][C:22]1[CH:23]=[CH:24][C:19]([C:16]2[CH:17]=[CH:18][C:13]([S:10]([NH:9][CH:6]([CH3:8])[CH3:7])(=[O:12])=[O:11])=[CH:14][CH:15]=2)=[CH:20][CH:21]=1. The catalyst class is: 3. (8) Reactant: [C:1]([NH:6][N:7]([CH3:11])[C:8]([NH2:10])=[O:9])(=O)[CH:2]([CH3:4])[CH3:3].C12(CS(O)(=O)=O)C(C)(C)C(CC1)CC2=O. Product: [CH:2]([C:1]1[NH:10][C:8](=[O:9])[N:7]([CH3:11])[N:6]=1)([CH3:4])[CH3:3]. The catalyst class is: 413. (9) Reactant: N#N.C(=O)=O.CC(O)C.[CH3:10][C:11]([CH3:19])=[CH:12][CH2:13][CH2:14][C:15]([CH:17]=[CH2:18])=[CH2:16].[CH2:20]([O:22][SiH:23]([O:27][CH2:28][CH3:29])[O:24][CH2:25][CH3:26])[CH3:21]. Product: [CH2:20]([O:22][Si:23]([O:27][CH2:28][CH3:29])([O:24][CH2:25][CH3:26])[CH2:18][CH2:17][C:15](=[CH2:16])[CH2:14][CH2:13][CH:12]=[C:11]([CH3:19])[CH3:10])[CH3:21]. The catalyst class is: 217.